From a dataset of CYP1A2 inhibition data for predicting drug metabolism from PubChem BioAssay. Regression/Classification. Given a drug SMILES string, predict its absorption, distribution, metabolism, or excretion properties. Task type varies by dataset: regression for continuous measurements (e.g., permeability, clearance, half-life) or binary classification for categorical outcomes (e.g., BBB penetration, CYP inhibition). Dataset: cyp1a2_veith. (1) The drug is CC1CCN(CCCn2c(=S)[nH]c3ccc(N4CCOCC4)cc3c2=O)CC1. The result is 0 (non-inhibitor). (2) The molecule is Nc1ccc(N=Nc2c(S(=O)(=O)O)cc3ccccc3c2S(=O)(=O)O)cc1. The result is 0 (non-inhibitor). (3) The molecule is CC(C)=CCC/C(C)=C/CO/N=C1/C[C@@H](O)[C@@H](O)[C@@H]2[C@@H]3C(=O)N(Cc4ccccc4)C(=O)[C@H]3CC[C@@H]12. The result is 0 (non-inhibitor). (4) The compound is Cc1ccc(-c2nc3ccccc3s2)cc1NC(=S)NC(=O)/C=C/c1ccco1. The result is 0 (non-inhibitor).